Predict the reactants needed to synthesize the given product. From a dataset of Full USPTO retrosynthesis dataset with 1.9M reactions from patents (1976-2016). Given the product [CH2:1]([C:3]1[S:24][C:6]2=[N:7][C:8]([CH3:23])=[C:9]([CH2:18][C:19]([OH:21])=[O:20])[C:10]([C:11]3[CH:12]=[CH:13][C:14]([CH3:17])=[CH:15][CH:16]=3)=[C:5]2[C:4]=1[CH3:25])[CH3:2], predict the reactants needed to synthesize it. The reactants are: [CH2:1]([C:3]1[S:24][C:6]2=[N:7][C:8]([CH3:23])=[C:9]([CH2:18][C:19]([O:21]C)=[O:20])[C:10]([C:11]3[CH:16]=[CH:15][C:14]([CH3:17])=[CH:13][CH:12]=3)=[C:5]2[C:4]=1[CH3:25])[CH3:2].[O-2].[Li+].[Li+].Cl.